From a dataset of Peptide-MHC class I binding affinity with 185,985 pairs from IEDB/IMGT. Regression. Given a peptide amino acid sequence and an MHC pseudo amino acid sequence, predict their binding affinity value. This is MHC class I binding data. (1) The peptide sequence is VLDRRLHLV. The MHC is HLA-A02:01 with pseudo-sequence HLA-A02:01. The binding affinity (normalized) is 0.763. (2) The peptide sequence is SESTIDIIL. The MHC is HLA-B57:01 with pseudo-sequence HLA-B57:01. The binding affinity (normalized) is 0.0847. (3) The MHC is HLA-B54:01 with pseudo-sequence HLA-B54:01. The binding affinity (normalized) is 0.0113. The peptide sequence is LDFVRFMGV. (4) The peptide sequence is AAILKQHKL. The MHC is HLA-A02:01 with pseudo-sequence HLA-A02:01. The binding affinity (normalized) is 0.0847. (5) The binding affinity (normalized) is 0.0847. The peptide sequence is SVKERGPAY. The MHC is HLA-B58:01 with pseudo-sequence HLA-B58:01. (6) The peptide sequence is WTRPRYIEI. The MHC is HLA-B15:17 with pseudo-sequence HLA-B15:17. The binding affinity (normalized) is 0.483. (7) The peptide sequence is GQSPARTSS. The MHC is HLA-B15:01 with pseudo-sequence HLA-B15:01. The binding affinity (normalized) is 0.0604.